This data is from Full USPTO retrosynthesis dataset with 1.9M reactions from patents (1976-2016). The task is: Predict the reactants needed to synthesize the given product. Given the product [F:17][C:15]1[CH:16]=[C:11]([CH:12]=[C:13]([F:18])[CH:14]=1)[CH2:10][C@H:9]([NH:8][C:6](=[O:7])[O:5][C:1]([CH3:2])([CH3:3])[CH3:4])[C:19](=[O:21])[CH:26]=[CH2:31], predict the reactants needed to synthesize it. The reactants are: [C:1]([O:5][C:6]([NH:8][C@H:9]([C:19]([OH:21])=O)[CH2:10][C:11]1[CH:16]=[C:15]([F:17])[CH:14]=[C:13]([F:18])[CH:12]=1)=[O:7])([CH3:4])([CH3:3])[CH3:2].CNOC.[CH:26]1C=CC2N(O)N=NC=2[CH:31]=1.C([Mg]Br)=C.